Dataset: Full USPTO retrosynthesis dataset with 1.9M reactions from patents (1976-2016). Task: Predict the reactants needed to synthesize the given product. (1) Given the product [N:29]1[CH:28]=[CH:27][C:26]([NH:25][C:23](=[O:24])[C:22]2[CH:32]=[CH:33][CH:34]=[C:20]([NH:19][C:2]3[CH:18]=[CH:17][CH:16]=[C:4]([C:5](=[O:6])[NH:7][CH2:8][CH2:9][CH2:10][N:11]4[CH2:14][CH2:15][CH2:13][CH2:12]4)[CH:3]=3)[CH:21]=2)=[CH:31][CH:30]=1, predict the reactants needed to synthesize it. The reactants are: Br[C:2]1[CH:3]=[C:4]([CH:16]=[CH:17][CH:18]=1)[C:5]([NH:7][CH2:8][CH2:9][CH2:10][N:11]([CH2:14][CH3:15])[CH2:12][CH3:13])=[O:6].[NH2:19][C:20]1[CH:21]=[C:22]([CH:32]=[CH:33][CH:34]=1)[C:23]([NH:25][C:26]1[CH:31]=[CH:30][N:29]=[CH:28][CH:27]=1)=[O:24].CC(C1C=C(C(C)C)C(C2C=CC=CC=2P(C2CCCCC2)C2CCCCC2)=C(C(C)C)C=1)C.C([O-])([O-])=O.[K+].[K+]. (2) Given the product [CH3:1][O:2][C:3]1[CH:8]=[CH:7][CH:6]=[CH:5][C:4]=1[CH2:9][O:10][C:11]1[C:16]([C:17]([OH:19])=[O:18])=[CH:15][N:14]=[C:13]([N:22]2[CH2:23][CH2:24][CH:25]([N:28]([CH3:46])[CH2:29][C:30](=[O:45])[NH:31][C:32]3[CH:33]=[CH:34][C:35]([O:38][C:39]4[CH:44]=[CH:43][CH:42]=[CH:41][CH:40]=4)=[CH:36][CH:37]=3)[CH2:26][CH2:27]2)[N:12]=1, predict the reactants needed to synthesize it. The reactants are: [CH3:1][O:2][C:3]1[CH:8]=[CH:7][CH:6]=[CH:5][C:4]=1[CH2:9][O:10][C:11]1[C:16]([C:17]([O:19]CC)=[O:18])=[CH:15][N:14]=[C:13]([N:22]2[CH2:27][CH2:26][CH:25]([N:28]([CH3:46])[CH2:29][C:30](=[O:45])[NH:31][C:32]3[CH:37]=[CH:36][C:35]([O:38][C:39]4[CH:44]=[CH:43][CH:42]=[CH:41][CH:40]=4)=[CH:34][CH:33]=3)[CH2:24][CH2:23]2)[N:12]=1.C1COCC1.[OH-].[Li+].Cl.